Dataset: Forward reaction prediction with 1.9M reactions from USPTO patents (1976-2016). Task: Predict the product of the given reaction. (1) Given the reactants [C:1]([O:5][C:6]([NH:8][C:9]1[CH:14]=[CH:13][C:12]([C:15]2[N:19]3[N:20]=[C:21](Cl)[CH:22]=[C:23]([C:24]([O:26][C:27]([CH3:30])([CH3:29])[CH3:28])=[O:25])[C:18]3=[N:17][N:16]=2)=[CH:11][CH:10]=1)=[O:7])([CH3:4])([CH3:3])[CH3:2].CCO.CC([O-])=O.[Na+], predict the reaction product. The product is: [C:1]([O:5][C:6]([NH:8][C:9]1[CH:10]=[CH:11][C:12]([C:15]2[N:19]3[N:20]=[CH:21][CH:22]=[C:23]([C:24]([O:26][C:27]([CH3:30])([CH3:29])[CH3:28])=[O:25])[C:18]3=[N:17][N:16]=2)=[CH:13][CH:14]=1)=[O:7])([CH3:4])([CH3:3])[CH3:2]. (2) Given the reactants O[N:2]1C(=O)C2=CC=CC=C2C1=O.[CH:13]1([CH2:21][OH:22])[CH2:20][CH2:19][CH2:18][CH2:17][CH2:16][CH2:15][CH2:14]1, predict the reaction product. The product is: [CH:13]1([CH2:21][O:22][NH2:2])[CH2:20][CH2:19][CH2:18][CH2:17][CH2:16][CH2:15][CH2:14]1. (3) Given the reactants [F:1][C:2]1[CH:7]=[CH:6][C:5]([C:8]2[O:9][C:10]3[CH:20]=[CH:19][C:18]([C:21]4[C:22]([CH3:39])=[CH:23][C:24](OS(C(F)(F)F)(=O)=O)=[C:25]([CH:30]=4)[C:26]([O:28][CH3:29])=[O:27])=[CH:17][C:11]=3[C:12]=2[C:13](=[O:16])[NH:14][CH3:15])=[CH:4][CH:3]=1.O1CCOCC1.[Cl:46][C:47]1[CH:52]=[CH:51][CH:50]=[CH:49][C:48]=1B(O)O.C(=O)([O-])[O-].[Cs+].[Cs+], predict the reaction product. The product is: [Cl:46][C:47]1[CH:52]=[CH:51][CH:50]=[CH:49][C:48]=1[C:24]1[C:25]([C:26]([O:28][CH3:29])=[O:27])=[CH:30][C:21]([C:18]2[CH:19]=[CH:20][C:10]3[O:9][C:8]([C:5]4[CH:4]=[CH:3][C:2]([F:1])=[CH:7][CH:6]=4)=[C:12]([C:13](=[O:16])[NH:14][CH3:15])[C:11]=3[CH:17]=2)=[C:22]([CH3:39])[CH:23]=1. (4) Given the reactants [C:1]([O:5][C:6](=[O:35])[CH2:7][CH:8]([CH2:12][CH2:13][CH2:14][S:15][C:16]([C:29]1[CH:34]=[CH:33][CH:32]=[CH:31][CH:30]=1)([C:23]1[CH:28]=[CH:27][CH:26]=[CH:25][CH:24]=1)[C:17]1[CH:22]=[CH:21][CH:20]=[CH:19][CH:18]=1)[C:9]([OH:11])=O)([CH3:4])([CH3:3])[CH3:2].C1C=CC2N(O)N=NC=2C=1.[C:46]1([C:55]2[CH:60]=[CH:59][CH:58]=[CH:57][CH:56]=2)[CH:51]=[CH:50][C:49]([CH2:52][CH2:53][NH2:54])=[CH:48][CH:47]=1.CC(C)N=C=NC(C)C, predict the reaction product. The product is: [C:1]([O:5][C:6](=[O:35])[CH2:7][CH:8]([C:9](=[O:11])[NH:54][CH2:53][CH2:52][C:49]1[CH:50]=[CH:51][C:46]([C:55]2[CH:60]=[CH:59][CH:58]=[CH:57][CH:56]=2)=[CH:47][CH:48]=1)[CH2:12][CH2:13][CH2:14][S:15][C:16]([C:29]1[CH:30]=[CH:31][CH:32]=[CH:33][CH:34]=1)([C:17]1[CH:22]=[CH:21][CH:20]=[CH:19][CH:18]=1)[C:23]1[CH:24]=[CH:25][CH:26]=[CH:27][CH:28]=1)([CH3:3])([CH3:2])[CH3:4]. (5) Given the reactants Br[C:2]1[N:6]([C:7]2[C:12]([Cl:13])=[CH:11][C:10]([C:14]([F:17])([F:16])[F:15])=[CH:9][C:8]=2[Cl:18])[N:5]=[C:4]([C:19]#[N:20])[C:3]=1[S:21]([C:24]([F:27])([F:26])[F:25])(=[O:23])=[O:22].[CH3:28][O:29][CH2:30][CH2:31][NH2:32].C(=O)([O-])[O-].[K+].[K+].O, predict the reaction product. The product is: [Cl:18][C:8]1[CH:9]=[C:10]([C:14]([F:17])([F:16])[F:15])[CH:11]=[C:12]([Cl:13])[C:7]=1[N:6]1[C:2]([NH:32][CH2:31][CH2:30][O:29][CH3:28])=[C:3]([S:21]([C:24]([F:27])([F:26])[F:25])(=[O:23])=[O:22])[C:4]([C:19]#[N:20])=[N:5]1.